Task: Predict which catalyst facilitates the given reaction.. Dataset: Catalyst prediction with 721,799 reactions and 888 catalyst types from USPTO (1) The catalyst class is: 706. Reactant: Br[C:2]1[CH:7]=[CH:6][C:5]([S:8]([N:11]2[CH2:16][CH2:15][N:14]([CH3:17])[CH2:13][CH2:12]2)(=[O:10])=[O:9])=[CH:4][CH:3]=1.[C:18]([O:24][CH2:25][CH3:26])(=[O:23])[CH2:19]C(C)=O.C(P(C(C)(C)C)C1(C)CC=CC=C1C1C=CC=CC=1)(C)(C)C.P([O-])([O-])([O-])=O.[K+].[K+].[K+]. Product: [CH2:25]([O:24][C:18](=[O:23])[CH2:19][C:2]1[CH:7]=[CH:6][C:5]([S:8]([N:11]2[CH2:16][CH2:15][N:14]([CH3:17])[CH2:13][CH2:12]2)(=[O:10])=[O:9])=[CH:4][CH:3]=1)[CH3:26]. (2) Reactant: [NH2:1][C:2]1[CH:29]=[CH:28][C:5]([C:6]([NH:8][C:9]2[CH:14]=[C:13]([C:15]3[S:16][CH:17]=[CH:18][CH:19]=3)[CH:12]=[CH:11][C:10]=2[NH:20][C:21](=[O:27])[O:22][C:23]([CH3:26])([CH3:25])[CH3:24])=[O:7])=[CH:4][CH:3]=1.C([O-])([O-])=O.[K+].[K+].Cl[CH2:37][C:38]([NH:40][CH3:41])=[O:39]. Product: [NH2:1][C:2]1[CH:29]=[CH:28][C:5]([C:6]([NH:8][C:9]2[CH:14]=[C:13]([C:15]3[S:16][CH:17]=[CH:18][CH:19]=3)[CH:12]=[CH:11][C:10]=2[N:20]([CH2:37][C:38]([NH:40][CH3:41])=[O:39])[C:21](=[O:27])[O:22][C:23]([CH3:26])([CH3:24])[CH3:25])=[O:7])=[CH:4][CH:3]=1. The catalyst class is: 210. (3) Reactant: F[B-](F)(F)F.[O:6]=[N+:7]=[O:8].[Cl:9][C:10]1[C:15]([Cl:16])=[CH:14][CH:13]=[CH:12][C:11]=1[S:17]([NH:20][C:21]1[C:26]([O:27][CH3:28])=[N:25][C:24]([F:29])=[CH:23][N:22]=1)(=[O:19])=[O:18]. Product: [Cl:9][C:10]1[C:15]([Cl:16])=[CH:14][CH:13]=[CH:12][C:11]=1[S:17]([NH:20][C:21]1[C:26]([O:27][CH3:28])=[N:25][C:24]([F:29])=[C:23]([N+:7]([O-:8])=[O:6])[N:22]=1)(=[O:18])=[O:19]. The catalyst class is: 10. (4) Reactant: [NH:1]1[CH:5]=[C:4]([CH2:6][CH2:7][OH:8])[N:3]=[CH:2]1.N1C=CN=C1.[CH3:14][C:15]([Si:18](Cl)([C:25]1[CH:30]=[CH:29][CH:28]=[CH:27][CH:26]=1)[C:19]1[CH:24]=[CH:23][CH:22]=[CH:21][CH:20]=1)([CH3:17])[CH3:16]. Product: [Si:18]([O:8][CH2:7][CH2:6][C:4]1[N:3]=[CH:2][NH:1][CH:5]=1)([C:15]([CH3:17])([CH3:16])[CH3:14])([C:25]1[CH:26]=[CH:27][CH:28]=[CH:29][CH:30]=1)[C:19]1[CH:24]=[CH:23][CH:22]=[CH:21][CH:20]=1. The catalyst class is: 3. (5) Reactant: C(O[C:4](=[O:21])[C:5](=[CH:11][NH:12][C:13]1[CH:18]=[CH:17][C:16]([CH3:19])=[C:15]([CH3:20])[N:14]=1)[C:6]([O:8][CH2:9][CH3:10])=[O:7])C. Product: [CH2:9]([O:8][C:6]([C:5]1[C:4](=[O:21])[C:18]2[C:13](=[N:14][C:15]([CH3:20])=[C:16]([CH3:19])[CH:17]=2)[NH:12][CH:11]=1)=[O:7])[CH3:10]. The catalyst class is: 400. (6) Reactant: [CH2:1]([O:3][C:4](=[O:27])[CH:5]([O:23][CH:24]([CH3:26])[CH3:25])[CH2:6][C:7]1[CH:12]=[CH:11][C:10]([OH:13])=[C:9]([CH2:14][NH:15][C:16]([O:18][C:19]([CH3:22])([CH3:21])[CH3:20])=[O:17])[CH:8]=1)[CH3:2].[Br:28]N1C(=O)CCC1=O. Product: [CH2:1]([O:3][C:4](=[O:27])[CH:5]([O:23][CH:24]([CH3:26])[CH3:25])[CH2:6][C:7]1[CH:8]=[C:9]([CH2:14][NH:15][C:16]([O:18][C:19]([CH3:20])([CH3:21])[CH3:22])=[O:17])[C:10]([OH:13])=[C:11]([Br:28])[CH:12]=1)[CH3:2]. The catalyst class is: 115. (7) Reactant: [NH2:1][C:2]1[CH:6]=[C:5]([C:7]2[CH:12]=[CH:11][CH:10]=[CH:9][CH:8]=2)[S:4][C:3]=1[C:13]([OH:15])=[O:14].[Cl:16][C:17]1[CH:22]=[CH:21][CH:20]=[C:19]([Cl:23])[C:18]=1[N:24]=[C:25]=[O:26].C(N(CC)CC)C.C([O-])([O-])=O.[Na+].[Na+]. Product: [Cl:16][C:17]1[CH:22]=[CH:21][CH:20]=[C:19]([Cl:23])[C:18]=1[NH:24][C:25]([NH:1][C:2]1[CH:6]=[C:5]([C:7]2[CH:12]=[CH:11][CH:10]=[CH:9][CH:8]=2)[S:4][C:3]=1[C:13]([OH:15])=[O:14])=[O:26]. The catalyst class is: 173. (8) Reactant: Cl.Cl[CH2:3][CH2:4][NH:5][CH2:6][CH2:7]Cl.[C:9]1([NH2:19])[C:18]2[CH2:17][CH2:16][CH2:15][CH2:14][C:13]=2[CH:12]=[CH:11][CH:10]=1. Product: [C:9]1([N:19]2[CH2:7][CH2:6][NH:5][CH2:4][CH2:3]2)[C:18]2[CH2:17][CH2:16][CH2:15][CH2:14][C:13]=2[CH:12]=[CH:11][CH:10]=1. The catalyst class is: 159. (9) Reactant: Br[CH2:2][C:3]1[CH:4]=[C:5]([CH:19]=[CH:20][CH:21]=1)[CH2:6][N:7]1[C:11]([I:12])=[C:10]([CH:13]=[O:14])[CH:9]=[C:8]1[C:15]([O:17][CH3:18])=[O:16].N1C2C(=CC=CC=2)C(CCCC[OH:35])=C1.C([O-])([O-])=O.[K+].[K+].O. Product: [CH:13]([C:10]1[CH:9]=[C:8]([C:15]([O:17][CH3:18])=[O:16])[N:7]([CH2:6][C:5]2[CH:19]=[CH:20][CH:21]=[C:3]([CH2:2][OH:35])[CH:4]=2)[C:11]=1[I:12])=[O:14]. The catalyst class is: 3. (10) The catalyst class is: 3. Reactant: [CH3:1][C:2]1[N:7]=[C:6]2[S:8][C:9]3[CH2:14][CH2:13][CH2:12][CH2:11][C:10]=3[C:5]2=[C:4]([C:15]2[CH:20]=[CH:19][C:18]([O:21][C:22]([F:25])([F:24])[F:23])=[CH:17][CH:16]=2)[C:3]=1[CH2:26][C:27]([O:29][CH3:30])=[O:28].[Li+].C[Si]([N-][Si](C)(C)C)(C)C.[CH2:41]1[CH2:45]OC[CH2:42]1.ICCC. Product: [CH3:1][C:2]1[N:7]=[C:6]2[S:8][C:9]3[CH2:14][CH2:13][CH2:12][CH2:11][C:10]=3[C:5]2=[C:4]([C:15]2[CH:20]=[CH:19][C:18]([O:21][C:22]([F:24])([F:25])[F:23])=[CH:17][CH:16]=2)[C:3]=1[CH:26]([CH2:42][CH2:41][CH3:45])[C:27]([O:29][CH3:30])=[O:28].